From a dataset of Forward reaction prediction with 1.9M reactions from USPTO patents (1976-2016). Predict the product of the given reaction. (1) The product is: [CH3:28][NH:27][C:25]1[CH:24]=[CH:23][C:21]2[N:20]([CH:26]=1)[C:19]1[N:10]([C:7]3[CH:8]=[CH:9][C:4]([N+:1]([O-:3])=[O:2])=[CH:5][CH:6]=3)[C:11](=[O:36])[C:12]3[C:17]([C:18]=1[N:22]=2)=[CH:16][CH:15]=[CH:14][CH:13]=3. Given the reactants [N+:1]([C:4]1[CH:9]=[CH:8][C:7]([N:10]2[C:19]3[N:20]4[CH:26]=[C:25]([N:27](C)[C:28](=O)CCCCC)[CH:24]=[CH:23][C:21]4=[N:22][C:18]=3[C:17]3[C:12](=[CH:13][CH:14]=[CH:15][CH:16]=3)[C:11]2=[O:36])=[CH:6][CH:5]=1)([O-:3])=[O:2].OS(O)(=O)=O, predict the reaction product. (2) Given the reactants Br[CH2:2][C:3]1[N:4]=[N:5][S:6][C:7]=1[C:8]([O:10][CH2:11][CH3:12])=[O:9].[NH2:13][CH2:14][C:15]1[C:20]([CH2:21][CH3:22])=[N:19][C:18]2[N:23]([CH2:26][CH3:27])[N:24]=[CH:25][C:17]=2[C:16]=1[NH:28][CH:29]1[CH2:34][CH2:33][O:32][CH2:31][CH2:30]1.CCN(C(C)C)C(C)C, predict the reaction product. The product is: [CH2:26]([N:23]1[C:18]2=[N:19][C:20]([CH2:21][CH3:22])=[C:15]([CH2:14][NH:13][CH2:2][C:3]3[N:4]=[N:5][S:6][C:7]=3[C:8]([O:10][CH2:11][CH3:12])=[O:9])[C:16]([NH:28][CH:29]3[CH2:30][CH2:31][O:32][CH2:33][CH2:34]3)=[C:17]2[CH:25]=[N:24]1)[CH3:27]. (3) Given the reactants [CH3:1][O:2][C:3](=[O:17])[C:4]1[CH:9]=[C:8]([N+:10]([O-])=O)[CH:7]=[CH:6][C:5]=1[NH:13][C:14](=[O:16])[CH3:15], predict the reaction product. The product is: [CH3:1][O:2][C:3](=[O:17])[C:4]1[CH:9]=[C:8]([NH2:10])[CH:7]=[CH:6][C:5]=1[NH:13][C:14](=[O:16])[CH3:15]. (4) Given the reactants [Cl:1][C:2]1[N:3]=[C:4]([O:20][C@H:21]2[CH2:24][C@H:23]([CH2:25][NH:26][C:27](=[O:33])[O:28][C:29]([CH3:32])([CH3:31])[CH3:30])[CH2:22]2)[C:5]2[C:10](I)=[CH:9][N:8]([CH2:12][O:13][CH2:14][CH2:15][Si:16]([CH3:19])([CH3:18])[CH3:17])[C:6]=2[N:7]=1.[N:34]1[CH:39]=[CH:38][CH:37]=[C:36](B(O)O)[CH:35]=1.O1CCOCC1.C(=O)([O-])[O-].[Na+].[Na+], predict the reaction product. The product is: [Cl:1][C:2]1[N:3]=[C:4]([O:20][C@H:21]2[CH2:24][C@H:23]([CH2:25][NH:26][C:27](=[O:33])[O:28][C:29]([CH3:32])([CH3:31])[CH3:30])[CH2:22]2)[C:5]2[C:10]([C:36]3[CH:35]=[N:34][CH:39]=[CH:38][CH:37]=3)=[CH:9][N:8]([CH2:12][O:13][CH2:14][CH2:15][Si:16]([CH3:19])([CH3:18])[CH3:17])[C:6]=2[N:7]=1. (5) Given the reactants Cl[C:2]1[CH:7]=[C:6]([NH:8][C:9]2[N:14]=[C:13]([C:15]3[CH:16]=[CH:17][C:18]([O:23][C@@H:24]4[CH2:28][CH2:27][N:26]([C:29](=[O:32])[CH2:30][OH:31])[CH2:25]4)=[C:19]([CH:22]=3)[C:20]#[N:21])[CH:12]=[CH:11][N:10]=2)[CH:5]=[CH:4][N:3]=1.CCN=[C:36]=[N:37][CH2:38][CH2:39][CH2:40][N:41](C)C, predict the reaction product. The product is: [OH:31][CH2:30][C:29]([N:26]1[CH2:27][CH2:28][C@@H:24]([O:23][C:18]2[CH:17]=[CH:16][C:15]([C:13]3[CH:12]=[CH:11][N:10]=[C:9]([NH:8][C:6]4[CH:5]=[CH:4][N:3]=[C:2]([C:39]5[CH:40]=[N:41][N:37]([CH3:36])[CH:38]=5)[CH:7]=4)[N:14]=3)=[CH:22][C:19]=2[C:20]#[N:21])[CH2:25]1)=[O:32]. (6) The product is: [N:38]1([CH2:37][C:33]2[CH:32]=[C:31]([C:25]3[CH:26]=[C:27]([Cl:30])[CH:28]=[CH:29][C:24]=3[O:23][C:19]3[C:20]([F:22])=[CH:21][C:16]([S:13]([NH:7][C:8]4[N:9]=[CH:10][S:11][CH:12]=4)(=[O:14])=[O:15])=[C:17]([F:42])[CH:18]=3)[CH:36]=[CH:35][N:34]=2)[CH2:39][CH2:40][CH2:41]1. Given the reactants C(OC(=O)[N:7]([S:13]([C:16]1[CH:21]=[C:20]([F:22])[C:19]([O:23][C:24]2[CH:29]=[CH:28][C:27]([Cl:30])=[CH:26][C:25]=2[C:31]2[CH:36]=[CH:35][N:34]=[C:33]([CH2:37][N:38]3[CH2:41][CH2:40][CH2:39]3)[CH:32]=2)=[CH:18][C:17]=1[F:42])(=[O:15])=[O:14])[C:8]1[N:9]=[CH:10][S:11][CH:12]=1)(C)(C)C.Cl, predict the reaction product. (7) Given the reactants [CH3:1][O:2][C:3](=[O:34])[C@@H:4]([NH:15][CH2:16][CH2:17][N:18]([C:24]([O:26][CH2:27][C:28]1[CH:33]=[CH:32][CH:31]=[CH:30][CH:29]=1)=[O:25])[CH2:19][CH2:20][C:21](O)=[O:22])[CH2:5][CH2:6][O:7][CH2:8][C:9]1[CH:14]=[CH:13][CH:12]=[CH:11][CH:10]=1.Cl.C(N(CC)CC)C.Cl.CN(C)CCCN=C=NCC, predict the reaction product. The product is: [CH2:27]([O:26][C:24]([N:18]1[CH2:19][CH2:20][C:21](=[O:22])[N:15]([C@H:4]([C:3]([O:2][CH3:1])=[O:34])[CH2:5][CH2:6][O:7][CH2:8][C:9]2[CH:10]=[CH:11][CH:12]=[CH:13][CH:14]=2)[CH2:16][CH2:17]1)=[O:25])[C:28]1[CH:33]=[CH:32][CH:31]=[CH:30][CH:29]=1. (8) Given the reactants [O:1]=[C:2]1[NH:7][C:6]2[CH:8]=[C:9](C=O)[CH:10]=[CH:11][C:5]=2[O:4][CH2:3]1.COC1C=C2C(N=CC(SCCN3CCC(N)CC3)=N2)=CC=1.C(O)(=O)C.C([BH3-])#N.[Na+], predict the reaction product. The product is: [O:4]1[C:5]2[CH:11]=[CH:10][CH:9]=[CH:8][C:6]=2[NH:7][C:2](=[O:1])[CH2:3]1. (9) The product is: [NH2:30][C@H:27]1[CH2:28][CH2:29][N:25]([C:23](=[O:24])[CH2:22][N:21]([C:18]2[CH:17]=[CH:16][C:15]([O:8][C:9]3[CH:10]=[CH:11][CH:12]=[CH:13][CH:14]=3)=[CH:20][CH:19]=2)[C:38](=[O:47])/[CH:39]=[CH:40]/[C:41]2[CH:46]=[CH:45][CH:44]=[CH:43][CH:42]=2)[CH2:26]1. Given the reactants FC(F)(F)C(O)=O.[O:8]([C:15]1[CH:20]=[CH:19][C:18]([N:21]([C:38](=[O:47])/[CH:39]=[CH:40]/[C:41]2[CH:46]=[CH:45][CH:44]=[CH:43][CH:42]=2)[CH2:22][C:23]([N:25]2[CH2:29][CH2:28][C@H:27]([NH:30]C(=O)OC(C)(C)C)[CH2:26]2)=[O:24])=[CH:17][CH:16]=1)[C:9]1[CH:14]=[CH:13][CH:12]=[CH:11][CH:10]=1, predict the reaction product. (10) Given the reactants [CH3:1][O:2][C:3]([C:5]1[CH:6]=[C:7]([CH2:11][O:12][CH2:13][C@@H:14]([C:16]([NH:18]C(OC(C)(C)C)=O)=[O:17])[NH2:15])[CH:8]=[CH:9][CH:10]=1)=[O:4].Cl, predict the reaction product. The product is: [CH3:1][O:2][C:3]([C:5]1[CH:6]=[C:7]([CH2:11][O:12][CH2:13][C@@H:14]([C:16]([NH2:18])=[O:17])[NH2:15])[CH:8]=[CH:9][CH:10]=1)=[O:4].